This data is from Reaction yield outcomes from USPTO patents with 853,638 reactions. The task is: Predict the reaction yield, written as a fraction of the theoretical maximum amount of product (1.0 means a 100% yield; for example, 0.34 means a 34% yield). The reactants are [Cl:1][C:2]1[N:7]=[C:6](Cl)[C:5]([C:9]([O:11][CH3:12])=[O:10])=[CH:4][N:3]=1.[CH:13]1(B(O)O)[CH2:15][CH2:14]1.[O-]P([O-])([O-])=O.[K+].[K+].[K+]. The catalyst is C1COCC1.C1C=CC(P(C2C=CC=CC=2)[C-]2C=CC=C2)=CC=1.C1C=CC(P(C2C=CC=CC=2)[C-]2C=CC=C2)=CC=1.Cl[Pd]Cl.[Fe+2]. The product is [Cl:1][C:2]1[N:7]=[C:6]([CH:13]2[CH2:15][CH2:14]2)[C:5]([C:9]([O:11][CH3:12])=[O:10])=[CH:4][N:3]=1. The yield is 0.260.